Dataset: Full USPTO retrosynthesis dataset with 1.9M reactions from patents (1976-2016). Task: Predict the reactants needed to synthesize the given product. (1) Given the product [Cl:1][C:2]1[CH:7]=[CH:6][C:5]([C:8]([CH3:31])([C:17]([N:19]2[CH2:23][CH2:22][CH:21]([C:24]3[CH:29]=[CH:28][CH:27]=[C:26]([Cl:30])[CH:25]=3)[CH2:20]2)=[O:18])[CH2:9][C:10]([OH:12])=[O:11])=[CH:4][CH:3]=1, predict the reactants needed to synthesize it. The reactants are: [Cl:1][C:2]1[CH:7]=[CH:6][C:5]([C:8]([CH3:31])([C:17]([N:19]2[CH2:23][CH2:22][CH:21]([C:24]3[CH:29]=[CH:28][CH:27]=[C:26]([Cl:30])[CH:25]=3)[CH2:20]2)=[O:18])[CH2:9][C:10]([O:12]C(C)(C)C)=[O:11])=[CH:4][CH:3]=1.FC(F)(F)C(O)=O.C(Cl)Cl. (2) Given the product [O:19]=[C:17]1[N:16]([C:34]([O:36][C:37]([CH3:40])([CH3:39])[CH3:38])=[O:35])[CH:15]([CH2:20][C:21]2[CH:26]=[CH:25][CH:24]=[C:23]([O:27][C:28]([F:32])([F:33])[CH:29]([F:30])[F:31])[CH:22]=2)[CH:14]([C:11]2[CH:10]=[CH:9][C:8]([O:1][C:2]3[CH:7]=[CH:6][CH:5]=[CH:4][CH:3]=3)=[CH:13][N:12]=2)[O:18]1, predict the reactants needed to synthesize it. The reactants are: [O:1]([C:8]1[CH:9]=[CH:10][C:11]([CH:14]2[O:18][C:17](=[O:19])[NH:16][CH:15]2[CH2:20][C:21]2[CH:26]=[CH:25][CH:24]=[C:23]([O:27][C:28]([F:33])([F:32])[CH:29]([F:31])[F:30])[CH:22]=2)=[N:12][CH:13]=1)[C:2]1[CH:7]=[CH:6][CH:5]=[CH:4][CH:3]=1.[C:34](O[C:34]([O:36][C:37]([CH3:40])([CH3:39])[CH3:38])=[O:35])([O:36][C:37]([CH3:40])([CH3:39])[CH3:38])=[O:35].O. (3) Given the product [Br:14][C:11]1[CH:12]=[CH:13][C:8]([CH2:7][CH2:6][N:17]([CH3:18])[CH3:16])=[CH:9][CH:10]=1, predict the reactants needed to synthesize it. The reactants are: CS(O[CH2:6][CH2:7][C:8]1[CH:13]=[CH:12][C:11]([Br:14])=[CH:10][CH:9]=1)(=O)=O.Cl.[CH3:16][NH:17][CH3:18].C([O-])([O-])=O.[K+].[K+].O.